Predict the reaction yield, written as a fraction of the theoretical maximum amount of product (1.0 means a 100% yield; for example, 0.34 means a 34% yield). From a dataset of Reaction yield outcomes from USPTO patents with 853,638 reactions. (1) The reactants are S(=O)(=O)(O)O.[N+]([C:9]1[CH:10]=C(S([O-])(=O)=O)C=C[CH:14]=1)([O-])=O.[Na+].B(O)(O)O.[NH2:24][C:25]1[CH:26]=[N:27][C:28]([CH3:31])=[CH:29][CH:30]=1.[OH-].[Na+]. The catalyst is O.O.O.O.O.O.O.S([O-])([O-])(=O)=O.[Fe+2].O.OCC(CO)O. The product is [CH3:31][C:28]1[CH:29]=[CH:30][C:25]2[C:26](=[CH:14][CH:9]=[CH:10][N:24]=2)[N:27]=1. The yield is 0.550. (2) The reactants are [Br:1][C:2]1[CH:8]=[CH:7][C:5]([NH2:6])=[C:4](I)[CH:3]=1.[C:10]([C:12]1[CH:17]=[CH:16][CH:15]=[CH:14][C:13]=1[O:18][CH3:19])#[CH:11]. The catalyst is C(N(CC)CC)C.[Cu].[I-]. The product is [Br:1][C:2]1[CH:8]=[CH:7][C:5]([NH2:6])=[C:4]([C:11]#[C:10][C:12]2[CH:17]=[CH:16][CH:15]=[CH:14][C:13]=2[O:18][CH3:19])[CH:3]=1. The yield is 0.800. (3) The reactants are [N+:1](/[CH:4]=[CH:5]/[C:6]1[CH:19]=[CH:18][C:9]([CH2:10][O:11][C:12]2[CH:17]=[CH:16][CH:15]=[CH:14][N:13]=2)=[CH:8][CH:7]=1)([O-:3])=[O:2].C(O)(=O)C.[BH4-].[Na+]. The catalyst is CS(C)=O. The product is [N+:1]([CH2:4][CH2:5][C:6]1[CH:19]=[CH:18][C:9]([CH2:10][O:11][C:12]2[CH:17]=[CH:16][CH:15]=[CH:14][N:13]=2)=[CH:8][CH:7]=1)([O-:3])=[O:2]. The yield is 0.771.